This data is from NCI-60 drug combinations with 297,098 pairs across 59 cell lines. The task is: Regression. Given two drug SMILES strings and cell line genomic features, predict the synergy score measuring deviation from expected non-interaction effect. (1) Drug 1: C1=C(C(=O)NC(=O)N1)F. Drug 2: CCC1(CC2CC(C3=C(CCN(C2)C1)C4=CC=CC=C4N3)(C5=C(C=C6C(=C5)C78CCN9C7C(C=CC9)(C(C(C8N6C)(C(=O)OC)O)OC(=O)C)CC)OC)C(=O)OC)O.OS(=O)(=O)O. Cell line: MCF7. Synergy scores: CSS=43.9, Synergy_ZIP=0.156, Synergy_Bliss=0.888, Synergy_Loewe=3.83, Synergy_HSA=5.69. (2) Drug 1: CN1CCC(CC1)COC2=C(C=C3C(=C2)N=CN=C3NC4=C(C=C(C=C4)Br)F)OC. Drug 2: CC1=C(C(CCC1)(C)C)C=CC(=CC=CC(=CC(=O)O)C)C. Cell line: M14. Synergy scores: CSS=-0.349, Synergy_ZIP=2.28, Synergy_Bliss=3.45, Synergy_Loewe=2.48, Synergy_HSA=0.513. (3) Drug 1: C1CC(=O)NC(=O)C1N2CC3=C(C2=O)C=CC=C3N. Drug 2: CC1=CC2C(CCC3(C2CCC3(C(=O)C)OC(=O)C)C)C4(C1=CC(=O)CC4)C. Cell line: HT29. Synergy scores: CSS=-0.926, Synergy_ZIP=-0.266, Synergy_Bliss=-2.29, Synergy_Loewe=-1.72, Synergy_HSA=-2.89. (4) Drug 1: CN1C2=C(C=C(C=C2)N(CCCl)CCCl)N=C1CCCC(=O)O.Cl. Drug 2: CC12CCC3C(C1CCC2O)C(CC4=C3C=CC(=C4)O)CCCCCCCCCS(=O)CCCC(C(F)(F)F)(F)F. Cell line: HCT-15. Synergy scores: CSS=1.88, Synergy_ZIP=-3.77, Synergy_Bliss=-7.99, Synergy_Loewe=-4.07, Synergy_HSA=-6.48.